The task is: Predict which catalyst facilitates the given reaction.. This data is from Catalyst prediction with 721,799 reactions and 888 catalyst types from USPTO. (1) Reactant: [N:1]1[NH:2][N:3]=[N:4][C:5]=1[C:6]1[C:7]([NH2:12])=[N:8][CH:9]=[CH:10][CH:11]=1.[CH2:13]([O:20][C:21]1[CH:28]=[CH:27][C:24]([CH2:25]Cl)=[CH:23][CH:22]=1)[C:14]1[CH:19]=[CH:18][CH:17]=[CH:16][CH:15]=1.[I-].[Na+].[H-].[Na+]. The catalyst class is: 136. Product: [CH2:13]([O:20][C:21]1[CH:22]=[CH:23][C:24]([CH2:25][N:3]2[N:2]=[N:1][C:5]([C:6]3[C:7]([NH2:12])=[N:8][CH:9]=[CH:10][CH:11]=3)=[N:4]2)=[CH:27][CH:28]=1)[C:14]1[CH:15]=[CH:16][CH:17]=[CH:18][CH:19]=1. (2) Reactant: [C:1]([C:5]1[C:6]([S:14][C:15]2[NH:16][C:17]3[CH:22]=[CH:21][N:20]=[C:19]([NH2:23])[C:18]=3[N:24]=2)=[CH:7][C:8]2[O:12][CH2:11][O:10][C:9]=2[CH:13]=1)([CH3:4])([CH3:3])[CH3:2].Br[CH2:26][CH2:27][NH:28][C:29](=[O:35])[O:30][C:31]([CH3:34])([CH3:33])[CH3:32].C([O-])([O-])=O.[Cs+].[Cs+].NC1C2N=C(SC3C(SC)=CC4OCOC=4C=3)N(CCNC(=O)OC(C)(C)C)C=2C=CN=1. Product: [NH2:23][C:19]1[C:18]2[N:24]=[C:15]([S:14][C:6]3[C:5]([C:1]([CH3:4])([CH3:2])[CH3:3])=[CH:13][C:9]4[O:10][CH2:11][O:12][C:8]=4[CH:7]=3)[N:16]([CH2:26][CH2:27][NH:28][C:29](=[O:35])[O:30][C:31]([CH3:34])([CH3:33])[CH3:32])[C:17]=2[CH:22]=[CH:21][N:20]=1. The catalyst class is: 3. (3) Reactant: [I-].[CH3:2][C:3]1[N:10]2[C:6](=[N+:7]([CH3:15])[C:8]3[CH:14]=[CH:13][CH:12]=[CH:11][C:9]=32)[S:5][CH:4]=1.[CH3:16][O-:17].[Na+]. Product: [CH3:15][N:7]1[C:8]2[CH:14]=[CH:13][CH:12]=[CH:11][C:9]=2[N:10](/[C:3](/[CH3:2])=[CH:4]\[S:5][CH3:6])[C:16]1=[O:17]. The catalyst class is: 5. (4) Reactant: [NH2:1][C:2]1[CH:3]=[CH:4][CH:5]=[C:6]2[C:10]=1[NH:9][C:8]([C:11]([O:13][CH2:14][CH3:15])=[O:12])=[C:7]2[CH3:16].[S:17]1[CH:21]=[CH:20][CH:19]=[C:18]1[S:22](Cl)(=[O:24])=[O:23]. Product: [CH3:16][C:7]1[C:6]2[C:10](=[C:2]([NH:1][S:22]([C:18]3[S:17][CH:21]=[CH:20][CH:19]=3)(=[O:24])=[O:23])[CH:3]=[CH:4][CH:5]=2)[NH:9][C:8]=1[C:11]([O:13][CH2:14][CH3:15])=[O:12]. The catalyst class is: 17.